Dataset: Peptide-MHC class II binding affinity with 134,281 pairs from IEDB. Task: Regression. Given a peptide amino acid sequence and an MHC pseudo amino acid sequence, predict their binding affinity value. This is MHC class II binding data. (1) The peptide sequence is EKKYFAATQFEPLWA. The MHC is HLA-DQA10101-DQB10501 with pseudo-sequence HLA-DQA10101-DQB10501. The binding affinity (normalized) is 0.410. (2) The peptide sequence is SQDLELSWNLNGVQAY. The MHC is DRB1_0401 with pseudo-sequence DRB1_0401. The binding affinity (normalized) is 0.732. (3) The binding affinity (normalized) is 0.0548. The peptide sequence is KSTNGLRIKSYEDAK. The MHC is HLA-DPA10103-DPB10401 with pseudo-sequence HLA-DPA10103-DPB10401. (4) The peptide sequence is AVTFVNAPAFAAERG. The MHC is HLA-DQA10401-DQB10402 with pseudo-sequence HLA-DQA10401-DQB10402. The binding affinity (normalized) is 0.270. (5) The peptide sequence is GCSSALGSGPYGALG. The MHC is DRB1_0901 with pseudo-sequence DRB1_0901. The binding affinity (normalized) is 0.314. (6) The peptide sequence is KELKGAYVYFASDAS. The MHC is HLA-DPA10301-DPB10402 with pseudo-sequence HLA-DPA10301-DPB10402. The binding affinity (normalized) is 0.419. (7) The MHC is DRB1_0404 with pseudo-sequence DRB1_0404. The peptide sequence is LGALLLWMGINARDRSIA. The binding affinity (normalized) is 0.343. (8) The peptide sequence is LGWNIITFKDKTDIH. The MHC is DRB4_0103 with pseudo-sequence DRB4_0103. The binding affinity (normalized) is 0.571. (9) The peptide sequence is TSSDDQITLIKTPSL. The MHC is DRB1_1302 with pseudo-sequence DRB1_1302. The binding affinity (normalized) is 0.521. (10) The peptide sequence is DEVFAILNLSIDS. The MHC is HLA-DQA10101-DQB10501 with pseudo-sequence HLA-DQA10101-DQB10501. The binding affinity (normalized) is 0.397.